Dataset: Peptide-MHC class II binding affinity with 134,281 pairs from IEDB. Task: Regression. Given a peptide amino acid sequence and an MHC pseudo amino acid sequence, predict their binding affinity value. This is MHC class II binding data. (1) The peptide sequence is RGYFKMRTGKSSIMRS. The MHC is HLA-DQA10401-DQB10402 with pseudo-sequence HLA-DQA10401-DQB10402. The binding affinity (normalized) is 0.228. (2) The peptide sequence is ALSVLVGLTAATVAI. The binding affinity (normalized) is 0.615. The MHC is DRB1_0101 with pseudo-sequence DRB1_0101. (3) The peptide sequence is ARTDLLAFTAFPKQI. The MHC is DRB1_0405 with pseudo-sequence DRB1_0405. The binding affinity (normalized) is 0.380. (4) The peptide sequence is GDNQIMPKAGLLII. The MHC is DRB1_0401 with pseudo-sequence DRB1_0401. The binding affinity (normalized) is 0.160. (5) The peptide sequence is FKLLQNSQVYSLIRP. The MHC is DRB5_0101 with pseudo-sequence DRB5_0101. The binding affinity (normalized) is 0.314. (6) The peptide sequence is EKKTFAATQFEPLAA. The MHC is HLA-DQA10101-DQB10501 with pseudo-sequence HLA-DQA10101-DQB10501. The binding affinity (normalized) is 0.385.